This data is from Reaction yield outcomes from USPTO patents with 853,638 reactions. The task is: Predict the reaction yield, written as a fraction of the theoretical maximum amount of product (1.0 means a 100% yield; for example, 0.34 means a 34% yield). The reactants are ClC1CCCCC1.[CH3:8][O:9][C:10]1[CH:17]=[CH:16][CH:15]=[C:12]([O:13][CH3:14])[CH:11]=1.[Li].[B:19](OC)([O:22]C)[O:20]C.Cl. The catalyst is C1COCC1.C1CCCCC1.O. The product is [CH3:8][O:9][C:10]1[CH:17]=[CH:16][CH:15]=[C:12]([O:13][CH3:14])[C:11]=1[B:19]([OH:22])[OH:20]. The yield is 0.910.